From a dataset of Full USPTO retrosynthesis dataset with 1.9M reactions from patents (1976-2016). Predict the reactants needed to synthesize the given product. (1) Given the product [Cl:30][C:31]1[CH:36]=[C:35]([C:2]2[CH:3]=[C:4]3[C:9](=[CH:10][CH:11]=2)[N:8]=[CH:7][C:6]([C:12]([CH:14]2[CH2:16][CH2:15]2)=[O:13])=[C:5]3[NH:17][C:18]2[CH:19]=[N:20][C:21]([NH:24][CH2:25][CH2:26][N:27]([CH3:28])[CH3:29])=[CH:22][CH:23]=2)[CH:34]=[C:33]([F:46])[C:32]=1[OH:47], predict the reactants needed to synthesize it. The reactants are: Br[C:2]1[CH:3]=[C:4]2[C:9](=[CH:10][CH:11]=1)[N:8]=[CH:7][C:6]([C:12]([CH:14]1[CH2:16][CH2:15]1)=[O:13])=[C:5]2[NH:17][C:18]1[CH:19]=[N:20][C:21]([NH:24][CH2:25][CH2:26][N:27]([CH3:29])[CH3:28])=[CH:22][CH:23]=1.[Cl:30][C:31]1[CH:36]=[C:35](B2OC(C)(C)C(C)(C)O2)[CH:34]=[C:33]([F:46])[C:32]=1[OH:47]. (2) The reactants are: Cl[CH2:2][CH2:3][CH2:4][O:5][C:6]([C:9]1[NH:10][C:11](=[O:21])[C:12]([OH:20])=[C:13]([C:15]([O:17]CC)=[O:16])[N:14]=1)([CH3:8])[CH3:7].C(=O)([O-])[O-].[K+].[K+].[CH2:28](Br)[C:29]1[CH:34]=[CH:33][CH:32]=[CH:31][CH:30]=1.O. Given the product [CH2:28]([O:20][C:12]1[C:11](=[O:21])[N:10]2[C:9]([C:6]([CH3:7])([CH3:8])[O:5][CH2:4][CH2:3][CH2:2]2)=[N:14][C:13]=1[C:15]([OH:17])=[O:16])[C:29]1[CH:34]=[CH:33][CH:32]=[CH:31][CH:30]=1, predict the reactants needed to synthesize it.